From a dataset of Forward reaction prediction with 1.9M reactions from USPTO patents (1976-2016). Predict the product of the given reaction. Given the reactants [CH3:1][N:2]1[CH2:7][CH2:6][N:5]([C@@H:8]2[CH2:13][CH2:12][CH2:11][C@H:10]([NH:14][C:15](=O)OCC3C=CC=CC=3)[CH2:9]2)[CH2:4][CH2:3]1.[H-].[H-].[H-].[H-].[Li+].[Al+3].[OH-].[Na+], predict the reaction product. The product is: [CH3:15][NH:14][C@H:10]1[CH2:11][CH2:12][CH2:13][C@@H:8]([N:5]2[CH2:4][CH2:3][N:2]([CH3:1])[CH2:7][CH2:6]2)[CH2:9]1.